Dataset: Experimentally validated miRNA-target interactions with 360,000+ pairs, plus equal number of negative samples. Task: Binary Classification. Given a miRNA mature sequence and a target amino acid sequence, predict their likelihood of interaction. (1) The miRNA is hsa-miR-6747-3p with sequence UCCUGCCUUCCUCUGCACCAG. The protein sequence of the target gene is MDRLKSHLTVCFLPSVPFLILVSTLATAKSVTNSTLNGTNVVLGSVPVIIARTDHIIVKEGNSALINCSVYGIPDPQFKWYNSIGKLLKEEEDEKERGGGKWQMHDSGLLNITKVSFSDRGKYTCVASNIYGTVNNTVTLRVIFTSGDMGVYYMVVCLVAFTIVMVLNITRLCMMSSHLKKTEKAINEFFRTEGAEKLQKAFEIAKRIPIITSAKTLELAKVTQFKTMEFARYIEELARSVPLPPLIMNCRTIMEEIMEVVGLEEQGQNFVRHTPEGQEAADRDEVYTIPNSLKRSDSPA.... Result: 0 (no interaction). (2) The miRNA is hsa-miR-943 with sequence CUGACUGUUGCCGUCCUCCAG. The protein sequence of the target gene is MFKKLKQKISEEQQQLQQALAPAQASSSSSTPTRTRSRTSSFTDQLDDVTPNRENASTQATKSPDGVSKDESSPSQSGDTQTFAQKLQLRVPSMESLFRSPIKESLFRSSKEPLVRTSSRESLNQLDLDCSAAAFDPPSDMESEAEDAPWNSDGLSREQLLQRLRRMERSLSSYRGKYSELVTAFQTLQREKKKLQGILSQSQDKSLRRISELREELQMDQQAKKHLQDEFDACLEEKDQYISVLQTQVSLLKQRLQNGPMNVDAPKPLPPGELQAEVHGDTEKMEGVGEPVGGGTSAKT.... Result: 0 (no interaction). (3) The miRNA is gga-miR-181a-5p with sequence AACAUUCAACGCUGUCGGUGAGU. The protein sequence of the target gene is MAANKPKGQNSLALHKVIMVGSGGVGKSALTLQFMYDEFVEDYEPTKADSYRKKVVLDGEEVQIDILDTAGQEDYAAIRDNYFRSGEGFLCVFSITEMESFAATADFREQILRVKEDENVPFLLVGNKSDLEDKRQVSVEEAKNRAEQWNVNYVETSAKTRANVDKVFFDLMREIRARKMEDSKEKNGKKKRKSLAKRIRERCCIL. Result: 0 (no interaction). (4) The miRNA is hsa-miR-718 with sequence CUUCCGCCCCGCCGGGCGUCG. Result: 0 (no interaction). The protein sequence of the target gene is MVSESHHEALAAPPVTTVATVLPSNATEPASPGEGKEDAFSKLKEKFMNELHKIPLPPWALIAIAIVAVLLVLTCCFCICKKCLFKKKNKKKGKEKGGKNAINMKDVKDLGKTMKDQALKDDDAETGLTDGEEKEEPKEEEKLGKLQYSLDYDFQNNQLLVGIIQAAELPALDMGGTSDPYVKVFLLPDKKKKFETKVHRKTLNPVFNEQFTFKVPYSELGGKTLVMAVYDFDRFSKHDIIGEFKVPMNTVDFGHVTEEWRDLQSAEKEEQEKLGDICFSLRYVPTAGKLTVVILEAKNL.... (5) The miRNA is mmu-miR-96-5p with sequence UUUGGCACUAGCACAUUUUUGCU. The protein sequence of the target gene is MAFSRIALLCQRFSRQQQQRQLLHRPLTTKLDNTRFLHPNQSKLAQNLIVIFTRQPFSPDDPELLILSPELNTKVVETVLNGFKRWGLAYLFFNWASKQEGYRNDMYAYNAMASILSRARQNASLKALVVDVLNSRCFMSPGAFGFFIRCLGNAGLVDEASSVFDRVREMGLCVPNAYTYNCLLEAISKSNSSSVELVEARLKEMRDCGFHFDKFTLTPVLQVYCNTGKSERALSVFNEILSRGWLDEHISTILVVSFCKWGQVDKAFELIEMLEERDIRLNYKTYCVLIHGFVKESRID.... Result: 0 (no interaction). (6) Result: 0 (no interaction). The protein sequence of the target gene is MTTEKSLAAEAENSQHQQQKEEGEGATNSGQQETQLEEASQAAAAEGSDQGEQKLKASNGDTPTHEDLTKNKERTSESRGLSRLLSSFLKRPKSQVSEEEGREVESEKEKGEGGQKEIELGNSLDEDIILKAPIAAPEPELKTDPSLDLHSLSSIETQPAQEEHREDPDSETKEGEGIEECSGTEVKEDPESRAEREPEASQKPVRRHRNMHCKVSLLDDTVYECVVEKHAKGQDLLKRVCEHLNLLEEDYFGLALWDSATSKTWLDSAKEIKKQVRGVPWNFTFNVKFYPPDPAQLTED.... The miRNA is hsa-miR-302c-3p with sequence UAAGUGCUUCCAUGUUUCAGUGG.